This data is from Forward reaction prediction with 1.9M reactions from USPTO patents (1976-2016). The task is: Predict the product of the given reaction. (1) Given the reactants [NH2:1][C:2]1[N:7]2[CH:8]=[C:9]([CH2:11][CH3:12])[N:10]=[C:6]2[C:5]([C:13]([NH:15][CH2:16][CH:17]2[CH2:22][CH2:21][N:20](C(OC(C)(C)C)=O)[CH2:19][CH2:18]2)=[O:14])=[CH:4][C:3]=1[Cl:30].Cl, predict the reaction product. The product is: [NH2:1][C:2]1[N:7]2[CH:8]=[C:9]([CH2:11][CH3:12])[N:10]=[C:6]2[C:5]([C:13]([NH:15][CH2:16][CH:17]2[CH2:22][CH2:21][NH:20][CH2:19][CH2:18]2)=[O:14])=[CH:4][C:3]=1[Cl:30]. (2) Given the reactants [NH2:1][C:2]1[S:3][CH:4]=[C:5]([CH2:7][C:8]([OH:10])=[O:9])[N:6]=1.OS(O)(=O)=O.[C:16]([O-])(O)=O.[Na+], predict the reaction product. The product is: [CH3:16][O:9][C:8](=[O:10])[CH2:7][C:5]1[N:6]=[C:2]([NH2:1])[S:3][CH:4]=1. (3) Given the reactants Cl[C:2]1[C:11]2[C:6](=[CH:7][C:8]([S:12]([N:15]([C:25]3[CH:29]=[CH:28][O:27][N:26]=3)[CH2:16][C:17]3[CH:22]=[CH:21][C:20]([O:23][CH3:24])=[CH:19][CH:18]=3)(=[O:14])=[O:13])=[CH:9][CH:10]=2)[CH:5]=[N:4][C:3]=1[O:30][CH3:31].[Cl:32][C:33]1[CH:38]=[C:37](B(O)O)[C:36]([O:42][CH3:43])=[CH:35][C:34]=1[C:44]1[CH:49]=[CH:48][CH:47]=[C:46]([F:50])[CH:45]=1.P([O-])([O-])([O-])=O.[K+].[K+].[K+].O1CCOCC1, predict the reaction product. The product is: [Cl:32][C:33]1[CH:38]=[C:37]([C:2]2[C:11]3[C:6](=[CH:7][C:8]([S:12]([N:15]([C:25]4[CH:29]=[CH:28][O:27][N:26]=4)[CH2:16][C:17]4[CH:22]=[CH:21][C:20]([O:23][CH3:24])=[CH:19][CH:18]=4)(=[O:14])=[O:13])=[CH:9][CH:10]=3)[CH:5]=[N:4][C:3]=2[O:30][CH3:31])[C:36]([O:42][CH3:43])=[CH:35][C:34]=1[C:44]1[CH:49]=[CH:48][CH:47]=[C:46]([F:50])[CH:45]=1. (4) Given the reactants Br[C:2]1[CH:3]=[C:4]([CH:14]([CH2:20][CH:21]([CH3:23])[CH3:22])[C:15]([O:17][CH2:18][CH3:19])=[O:16])[CH:5]=[C:6]([Cl:13])[C:7]=1[O:8][CH2:9][CH:10]1[CH2:12][CH2:11]1.C([O-])([O-])=O.[Cs+].[Cs+].CC1(C)C(C)(C)OB([C:38]2[CH:46]=[CH:45][C:41]3=[N:42][O:43][N:44]=[C:40]3[CH:39]=2)O1, predict the reaction product. The product is: [N:42]1[O:43][N:44]=[C:40]2[CH:39]=[C:38]([C:2]3[CH:3]=[C:4]([CH:14]([CH2:20][CH:21]([CH3:23])[CH3:22])[C:15]([O:17][CH2:18][CH3:19])=[O:16])[CH:5]=[C:6]([Cl:13])[C:7]=3[O:8][CH2:9][CH:10]3[CH2:12][CH2:11]3)[CH:46]=[CH:45][C:41]=12. (5) Given the reactants [CH3:1][N:2]([CH3:22])[CH2:3][C:4]([CH3:21])([CH3:20])[CH2:5][NH:6][C:7](=[O:19])[C:8]1[CH:13]=[CH:12][C:11]([N+:14]([O-])=O)=[C:10]([O:17][CH3:18])[CH:9]=1, predict the reaction product. The product is: [NH2:14][C:11]1[CH:12]=[CH:13][C:8]([C:7]([NH:6][CH2:5][C:4]([CH3:20])([CH3:21])[CH2:3][N:2]([CH3:1])[CH3:22])=[O:19])=[CH:9][C:10]=1[O:17][CH3:18]. (6) The product is: [Br:13][CH2:11][C:5]1[C:6]([N+:8]([O-:10])=[O:9])=[CH:7][C:2]([F:1])=[C:3]([CH3:12])[N:4]=1. Given the reactants [F:1][C:2]1[C:3]([CH3:12])=[N:4][C:5]([CH3:11])=[C:6]([N+:8]([O-:10])=[O:9])[CH:7]=1.[Br:13]N1C(=O)CCC1=O.N(C(C)(C)C#N)=NC(C)(C)C#N, predict the reaction product.